This data is from Full USPTO retrosynthesis dataset with 1.9M reactions from patents (1976-2016). The task is: Predict the reactants needed to synthesize the given product. (1) Given the product [NH2:2][C:1]1[NH:23][N:22]=[C:7]([NH:20][C:16]2[CH:17]=[CH:18][CH:19]=[C:14]([O:13][CH3:12])[CH:15]=2)[C:3]=1[C:4]([NH2:6])=[O:5], predict the reactants needed to synthesize it. The reactants are: [C:1]([C:3](=[C:7](SC)SC)[C:4]([NH2:6])=[O:5])#[N:2].[CH3:12][O:13][C:14]1[CH:19]=[CH:18][CH:17]=[C:16]([NH2:20])[CH:15]=1.O.[NH2:22][NH2:23]. (2) Given the product [C:27]1([CH2:37][N:38]2[CH2:42][CH2:41][N:40]([C:43]3[S:44][C:45]([C:49]([NH:53][CH2:54][C:55]4[CH:56]=[N:57][CH:58]=[CH:59][CH:60]=4)=[O:51])=[C:46]([CH3:48])[N:47]=3)[C:39]2=[O:52])[C:36]2[C:31](=[CH:32][CH:33]=[CH:34][CH:35]=2)[CH:30]=[CH:29][N:28]=1, predict the reactants needed to synthesize it. The reactants are: ClC1C=CC2SC=C(CN3CCN(C4SC(C(O)=O)=C(C)N=4)C3=O)C=2C=1.[C:27]1([CH2:37][N:38]2[CH2:42][CH2:41][N:40]([C:43]3[S:44][C:45]([C:49]([OH:51])=O)=[C:46]([CH3:48])[N:47]=3)[C:39]2=[O:52])[C:36]2[C:31](=[CH:32][CH:33]=[CH:34][CH:35]=2)[CH:30]=[CH:29][N:28]=1.[NH2:53][CH2:54][C:55]1[CH:56]=[N:57][CH:58]=[CH:59][CH:60]=1.